Dataset: Reaction yield outcomes from USPTO patents with 853,638 reactions. Task: Predict the reaction yield, written as a fraction of the theoretical maximum amount of product (1.0 means a 100% yield; for example, 0.34 means a 34% yield). (1) The reactants are [SH:1][C:2]1[CH:11]=[C:10]2[C:5]([C:6](=[O:22])[C:7]([C:20]#[N:21])=[CH:8][N:9]2COCC[Si](C)(C)C)=[CH:4][C:3]=1[N+:23]([O-])=O.O1CCC[CH2:27]1. The catalyst is CO. The product is [OH:22][C:6]1[C:5]2[CH:4]=[C:3]3[N:23]=[CH:27][S:1][C:2]3=[CH:11][C:10]=2[N:9]=[CH:8][C:7]=1[C:20]#[N:21]. The yield is 0.550. (2) The reactants are Cl[C:2]1[CH:7]=[C:6]([NH:8][C:9]2[CH:19]=[CH:18][CH:17]=[CH:16][C:10]=2[C:11]([NH:13][O:14][CH3:15])=[O:12])[C:5]([Cl:20])=[CH:4][N:3]=1.[CH2:21]([N:23]1[C:27]([NH2:28])=[CH:26][C:25]([CH3:29])=[N:24]1)[CH3:22].C(=O)([O-])[O-].[Cs+].[Cs+].C1(P(C2C=CC=CC=2)C2C=CC3C(=CC=CC=3)C=2C2C3C(=CC=CC=3)C=CC=2P(C2C=CC=CC=2)C2C=CC=CC=2)C=CC=CC=1. The catalyst is C([O-])(=O)C.[Pd+2].C([O-])(=O)C.O1CCOCC1.C1COCC1. The product is [Cl:20][C:5]1[C:6]([NH:8][C:9]2[CH:19]=[CH:18][CH:17]=[CH:16][C:10]=2[C:11]([NH:13][O:14][CH3:15])=[O:12])=[CH:7][C:2]([NH:28][C:27]2[N:23]([CH2:21][CH3:22])[N:24]=[C:25]([CH3:29])[CH:26]=2)=[N:3][CH:4]=1. The yield is 0.240.